This data is from Catalyst prediction with 721,799 reactions and 888 catalyst types from USPTO. The task is: Predict which catalyst facilitates the given reaction. Reactant: [CH3:1][O:2][C:3]1[CH:8]=[C:7]([CH3:9])[C:6]([S:10]([N:13]([CH2:15][C:16]2[O:20][CH:19]=[C:18]([C:21](O)=[O:22])[CH:17]=2)[CH3:14])(=[O:12])=[O:11])=[C:5]([CH3:24])[CH:4]=1.C1N=CN(C(N2C=NC=C2)=O)C=1.[CH3:37][NH:38][CH2:39][C:40]1[CH:45]=[CH:44][C:43]([C:46]2[CH:47]=[N:48][CH:49]=[N:50][CH:51]=2)=[CH:42][CH:41]=1. Product: [CH3:1][O:2][C:3]1[CH:4]=[C:5]([CH3:24])[C:6]([S:10]([N:13]([CH2:15][C:16]2[O:20][CH:19]=[C:18]([C:21]([N:38]([CH3:37])[CH2:39][C:40]3[CH:41]=[CH:42][C:43]([C:46]4[CH:51]=[N:50][CH:49]=[N:48][CH:47]=4)=[CH:44][CH:45]=3)=[O:22])[CH:17]=2)[CH3:14])(=[O:12])=[O:11])=[C:7]([CH3:9])[CH:8]=1. The catalyst class is: 118.